Dataset: Forward reaction prediction with 1.9M reactions from USPTO patents (1976-2016). Task: Predict the product of the given reaction. (1) Given the reactants [CH3:1][O:2][C:3]1[CH:4]=[C:5]2[C:10](=[CH:11][CH:12]=1)[CH:9]([CH2:13][C:14]1[CH:19]=[CH:18][C:17]([O:20][CH2:21][C:22]3[CH:27]=[CH:26][CH:25]=[CH:24][CH:23]=3)=[CH:16][CH:15]=1)[NH:8][CH2:7][CH2:6]2.F[C:29]1[CH:34]=[CH:33][C:32]([N+:35]([O-:37])=[O:36])=[CH:31][CH:30]=1.C([O-])([O-])=O.[K+].[K+].O, predict the reaction product. The product is: [CH3:1][O:2][C:3]1[CH:4]=[C:5]2[C:10](=[CH:11][CH:12]=1)[CH:9]([CH2:13][C:14]1[CH:19]=[CH:18][C:17]([O:20][CH2:21][C:22]3[CH:27]=[CH:26][CH:25]=[CH:24][CH:23]=3)=[CH:16][CH:15]=1)[N:8]([C:29]1[CH:34]=[CH:33][C:32]([N+:35]([O-:37])=[O:36])=[CH:31][CH:30]=1)[CH2:7][CH2:6]2. (2) Given the reactants C(O)(C(F)(F)F)=O.[F:8][C:9]1[CH:10]=[C:11]([C:15]2[CH:16]=[C:17]3[C:21](=[CH:22][CH:23]=2)[N:20](C(OC(C)(C)C)=O)[CH2:19][CH2:18]3)[CH:12]=[N:13][CH:14]=1, predict the reaction product. The product is: [F:8][C:9]1[CH:10]=[C:11]([C:15]2[CH:16]=[C:17]3[C:21](=[CH:22][CH:23]=2)[NH:20][CH2:19][CH2:18]3)[CH:12]=[N:13][CH:14]=1. (3) Given the reactants [Br:1][C:2](=[CH2:8])[CH2:3][CH2:4][C:5]([OH:7])=[O:6].S(Cl)(Cl)=O.[CH2:13](O)[CH3:14].N1C=CC=CC=1.C(Cl)Cl, predict the reaction product. The product is: [CH2:13]([O:6][C:5](=[O:7])[CH2:4][CH2:3][C:2]([Br:1])=[CH2:8])[CH3:14]. (4) Given the reactants [NH:1]1[CH2:5][CH2:4][CH2:3][CH2:2]1.[N:6]1[CH:11]=[CH:10][CH:9]=[CH:8]C=1.[C:12]12([C:28](Cl)=[O:29])[CH2:21][C:16]3([C:22](Cl)=[O:23])[CH2:17][CH:18]([CH2:20][C:14]([C:25](Cl)=[O:26])([CH2:15]3)[CH2:13]1)[CH2:19]2, predict the reaction product. The product is: [N:1]1([C:28]([C:12]23[CH2:21][C:16]4([C:22]([N:1]5[CH2:5][CH2:4][CH2:3][CH2:2]5)=[O:23])[CH2:17][CH:18]([CH2:20][C:14]([C:25]([N:6]5[CH2:8][CH2:9][CH2:10][CH2:11]5)=[O:26])([CH2:15]4)[CH2:13]2)[CH2:19]3)=[O:29])[CH2:5][CH2:4][CH2:3][CH2:2]1. (5) Given the reactants Cl.[Cl:2][C:3]1[CH:35]=[CH:34][C:6]2[N:7]([CH2:10][C:11]3[C:19]4[C:14](=[N:15][CH:16]=[CH:17][CH:18]=4)[N:13]([C:20]([N:22]([CH3:33])[CH2:23][CH2:24][NH:25]C(=O)OCCCC)=[O:21])[N:12]=3)[N:8]=[N:9][C:5]=2[C:4]=1[O:36][C:37]1[CH:42]=[C:41]([C:43]#[N:44])[CH:40]=[C:39]([Cl:45])[CH:38]=1, predict the reaction product. The product is: [Cl-:2].[Cl:2][C:3]1[CH:35]=[CH:34][C:6]2[N:7]([CH2:10][C:11]3[C:19]4[C:14](=[N:15][CH:16]=[CH:17][CH:18]=4)[N:13]([C:20]([N:22]([CH3:33])[CH2:23][CH2:24][NH3+:25])=[O:21])[N:12]=3)[N:8]=[N:9][C:5]=2[C:4]=1[O:36][C:37]1[CH:42]=[C:41]([C:43]#[N:44])[CH:40]=[C:39]([Cl:45])[CH:38]=1. (6) Given the reactants C(OC(=O)[NH:7][C:8]1[CH:13]=[C:12](OCC(F)(F)F)[C:11]([C:20]([F:23])([F:22])[F:21])=[CH:10][C:9]=1[NH:24][C:25](=[O:41])[CH2:26][C:27](=O)[C:28]1[CH:33]=[CH:32][CH:31]=[C:30]([C:34]2[CH:35]=[N:36][CH:37]=[CH:38][CH:39]=2)[CH:29]=1)(C)(C)C.[C:43](O)([C:45]([F:48])([F:47])[F:46])=[O:44], predict the reaction product. The product is: [N:36]1[CH:37]=[CH:38][CH:39]=[C:34]([C:30]2[CH:29]=[C:28]([C:27]3[CH2:26][C:25](=[O:41])[NH:24][C:9]4[CH:10]=[C:11]([C:20]([F:23])([F:22])[F:21])[C:12]([O:44][CH2:43][C:45]([F:48])([F:47])[F:46])=[CH:13][C:8]=4[N:7]=3)[CH:33]=[CH:32][CH:31]=2)[CH:35]=1. (7) Given the reactants [OH-].[Na+].[F:3][C:4]1[CH:34]=[CH:33][CH:32]=[C:31]([F:35])[C:5]=1[C:6]([NH:8][CH:9]([C:12]1[CH:17]=[CH:16][C:15]([C:18]2[CH:23]=[CH:22][C:21]([O:24]C(=O)C)=[C:20]([CH2:28][CH2:29][CH3:30])[CH:19]=2)=[CH:14][CH:13]=1)[CH2:10]Cl)=[O:7].N, predict the reaction product. The product is: [F:35][C:31]1[CH:32]=[CH:33][CH:34]=[C:4]([F:3])[C:5]=1[C:6]1[O:7][CH2:10][CH:9]([C:12]2[CH:17]=[CH:16][C:15]([C:18]3[CH:23]=[CH:22][C:21]([OH:24])=[C:20]([CH2:28][CH2:29][CH3:30])[CH:19]=3)=[CH:14][CH:13]=2)[N:8]=1. (8) The product is: [CH3:26][O:25][C:23](=[O:24])[C:22](=[O:27])[CH2:2][C:1]([C:4]1[N:5]=[N:6][C:7]([O:10][CH3:11])=[CH:8][CH:9]=1)=[O:3]. Given the reactants [C:1]([C:4]1[N:5]=[N:6][C:7]([O:10][CH3:11])=[CH:8][CH:9]=1)(=[O:3])[CH3:2].C[Si]([N-][Si](C)(C)C)(C)C.[Li+].[C:22](OC)(=[O:27])[C:23]([O:25][CH3:26])=[O:24], predict the reaction product. (9) Given the reactants Cl.[NH2:2][C:3]1[CH:4]=[C:5]([N:9]2[C:13]([CH3:14])=[C:12]([C:15]([N:17]3[CH2:22][CH2:21][CH:20]([N:23]4[CH2:27][CH2:26][CH2:25][CH2:24]4)[CH2:19][CH2:18]3)=[O:16])[C:11]([CH3:28])=[N:10]2)[CH:6]=[CH:7][CH:8]=1.[Cl:29][C:30]1[CH:31]=[C:32]([CH:36]=[CH:37][CH:38]=1)[C:33](Cl)=[O:34], predict the reaction product. The product is: [Cl:29][C:30]1[CH:31]=[C:32]([CH:36]=[CH:37][CH:38]=1)[C:33]([NH:2][C:3]1[CH:8]=[CH:7][CH:6]=[C:5]([N:9]2[C:13]([CH3:14])=[C:12]([C:15]([N:17]3[CH2:22][CH2:21][CH:20]([N:23]4[CH2:24][CH2:25][CH2:26][CH2:27]4)[CH2:19][CH2:18]3)=[O:16])[C:11]([CH3:28])=[N:10]2)[CH:4]=1)=[O:34]. (10) Given the reactants Cl.[CH2:2]([NH2:5])[C:3]#[CH:4].C(N1[C:15](=[O:16])[CH:14]=[CH:13][C:12]1=[O:17])(OCC)=O, predict the reaction product. The product is: [CH2:2]([N:5]1[C:15](=[O:16])[CH:14]=[CH:13][C:12]1=[O:17])[C:3]#[CH:4].